Dataset: Full USPTO retrosynthesis dataset with 1.9M reactions from patents (1976-2016). Task: Predict the reactants needed to synthesize the given product. (1) Given the product [C:1]([O:5][C@@H:6]([C:10]1[C:35]([CH3:36])=[CH:34][C:13]2[N:14]=[C:15]([N:17]3[CH2:21][CH2:20][N:19]([C:23]4[CH:24]=[C:25]5[C:29](=[CH:30][CH:31]=4)[N:28]([CH3:32])[N:27]=[CH:26]5)[C:18]3=[O:33])[S:16][C:12]=2[C:11]=1[C:37]1[CH:38]=[CH:39][C:40]([Cl:43])=[CH:41][CH:42]=1)[C:7]([OH:9])=[O:8])([CH3:2])([CH3:4])[CH3:3], predict the reactants needed to synthesize it. The reactants are: [C:1]([O:5][C@@H:6]([C:10]1[C:35]([CH3:36])=[CH:34][C:13]2[N:14]=[C:15]([N:17]3C[CH2:21][CH2:20][N:19]([C:23]4[CH:24]=[C:25]5[C:29](=[CH:30][CH:31]=4)[N:28]([CH3:32])[N:27]=[CH:26]5)[C:18]3=[O:33])[S:16][C:12]=2[C:11]=1[C:37]1[CH:42]=[CH:41][C:40]([Cl:43])=[CH:39][CH:38]=1)[C:7]([OH:9])=[O:8])([CH3:4])([CH3:3])[CH3:2].N1CCNC1=O. (2) Given the product [OH:2][CH2:3][C:4]([CH3:21])([CH3:20])[CH2:5][C@H:6]1[CH2:10][O:9][C:8]([CH3:12])([CH3:11])[N:7]1[C:13]([O:15][C:16]([CH3:19])([CH3:18])[CH3:17])=[O:14], predict the reactants needed to synthesize it. The reactants are: C[O:2][C:3](=O)[C:4]([CH3:21])([CH3:20])[CH2:5][C@H:6]1[CH2:10][O:9][C:8]([CH3:12])([CH3:11])[N:7]1[C:13]([O:15][C:16]([CH3:19])([CH3:18])[CH3:17])=[O:14].[H-].[H-].[H-].[H-].[Li+].[Al+3].O.